From a dataset of Catalyst prediction with 721,799 reactions and 888 catalyst types from USPTO. Predict which catalyst facilitates the given reaction. (1) The catalyst class is: 4. Product: [C:29]([O:32][CH2:33][C:34]([N:26]1[CH2:27][CH2:28][CH:23]([C:20]2[S:21][CH:22]=[C:18]([C:15]3[CH2:14][CH:13]([C:8]4[CH:9]=[CH:10][CH:11]=[CH:12][C:7]=4[O:6][S:3]([CH3:2])(=[O:4])=[O:5])[O:17][N:16]=3)[N:19]=2)[CH2:24][CH2:25]1)=[O:35])(=[O:31])[CH3:30]. Reactant: [Cl-].[CH3:2][S:3]([O:6][C:7]1[CH:12]=[CH:11][CH:10]=[CH:9][C:8]=1[CH:13]1[O:17][N:16]=[C:15]([C:18]2[N:19]=[C:20]([CH:23]3[CH2:28][CH2:27][NH2+:26][CH2:25][CH2:24]3)[S:21][CH:22]=2)[CH2:14]1)(=[O:5])=[O:4].[C:29]([O:32][CH2:33][C:34](Cl)=[O:35])(=[O:31])[CH3:30].C(N(CC)CC)C.O. (2) Reactant: C([O:8][C:9]1[C:14]([CH2:15][C:16]([OH:18])=[O:17])=[CH:13][N:12]=[C:11]([N:19]2[CH:23]=[CH:22][CH:21]=[N:20]2)[N:10]=1)C1C=CC=CC=1. Product: [OH:8][C:9]1[C:14]([CH2:15][C:16]([OH:18])=[O:17])=[CH:13][N:12]=[C:11]([N:19]2[CH:23]=[CH:22][CH:21]=[N:20]2)[N:10]=1. The catalyst class is: 833. (3) Reactant: Cl.[NH2:2][C@@H:3]([CH2:24][CH2:25][C:26]1[CH:31]=[CH:30][CH:29]=[CH:28][CH:27]=1)[C:4]([N:6]1[CH2:11][CH2:10][CH:9]([N:12]2[C:20]3[C:15](=[CH:16][CH:17]=[CH:18][CH:19]=3)[C:14]([CH3:22])([CH3:21])[C:13]2=[O:23])[CH2:8][CH2:7]1)=[O:5].C(N(CC)CC)C.[N+:39]([C:42]1[CH:47]=[CH:46][CH:45]=[CH:44][C:43]=1[S:48](Cl)(=[O:50])=[O:49])([O-:41])=[O:40].O. Product: [CH3:21][C:14]1([CH3:22])[C:15]2[C:20](=[CH:19][CH:18]=[CH:17][CH:16]=2)[N:12]([CH:9]2[CH2:8][CH2:7][N:6]([C:4](=[O:5])[C@@H:3]([NH:2][S:48]([C:43]3[CH:44]=[CH:45][CH:46]=[CH:47][C:42]=3[N+:39]([O-:41])=[O:40])(=[O:49])=[O:50])[CH2:24][CH2:25][C:26]3[CH:27]=[CH:28][CH:29]=[CH:30][CH:31]=3)[CH2:11][CH2:10]2)[C:13]1=[O:23]. The catalyst class is: 96. (4) Reactant: COC1C=CC([NH:9][C@H:10]([C:15]2[CH:20]=[CH:19][CH:18]=[CH:17][CH:16]=2)[C@H:11]([CH3:14])[CH2:12][OH:13])=CC=1.[OH:21]S(O)(=O)=O. Product: [NH2:9][C@H:10]([C:15]1[CH:20]=[CH:19][CH:18]=[CH:17][CH:16]=1)[C@H:11]([CH3:14])[C:12]([OH:13])=[O:21]. The catalyst class is: 144. (5) Reactant: [NH:1]1[C:10]2[C:5](=[CH:6][CH:7]=[CH:8][CH:9]=2)[CH2:4][CH2:3][CH2:2]1.[Cl:11][CH2:12][C:13](Cl)=[O:14].C(N(CC)CC)C. Product: [Cl:11][CH2:12][C:13]([N:1]1[C:10]2[C:5](=[CH:6][CH:7]=[CH:8][CH:9]=2)[CH2:4][CH2:3][CH2:2]1)=[O:14]. The catalyst class is: 2. (6) Reactant: Cl.[CH3:2][S:3]([C:6]1[CH:11]=[CH:10][C:9]([N:12]2[C:17](=[O:18])[CH:16]=[C:15]([O:19][CH:20]3[CH2:25][CH2:24][NH:23][CH2:22][CH2:21]3)[C:14]([C:26]#[N:27])=[N:13]2)=[CH:8][CH:7]=1)(=[O:5])=[O:4].CCN(C(C)C)C(C)C.[Cl:37][C:38]1[CH:39]=[N:40][C:41](I)=[N:42][CH:43]=1.CCOC(C)=O. Product: [Cl:37][C:38]1[CH:39]=[N:40][C:41]([N:23]2[CH2:24][CH2:25][CH:20]([O:19][C:15]3[C:14]([C:26]#[N:27])=[N:13][N:12]([C:9]4[CH:8]=[CH:7][C:6]([S:3]([CH3:2])(=[O:5])=[O:4])=[CH:11][CH:10]=4)[C:17](=[O:18])[CH:16]=3)[CH2:21][CH2:22]2)=[N:42][CH:43]=1. The catalyst class is: 37. (7) Reactant: [C:1]([O:5][C:6]([N:8]1[CH2:13][CH2:12][CH:11]([NH2:14])[CH2:10][CH2:9]1)=[O:7])([CH3:4])([CH3:3])[CH3:2].[CH3:15][C:16]1[NH:17][C:18]([CH3:23])=[C:19]([CH:21]=O)[N:20]=1.C(O[BH-](OC(=O)C)OC(=O)C)(=O)C.[Na+].C(=O)([O-])[O-].[K+].[K+]. Product: [CH3:15][C:16]1[NH:17][C:18]([CH3:23])=[C:19]([CH2:21][NH:14][CH:11]2[CH2:12][CH2:13][N:8]([C:6]([O:5][C:1]([CH3:4])([CH3:2])[CH3:3])=[O:7])[CH2:9][CH2:10]2)[N:20]=1. The catalyst class is: 478. (8) Reactant: [OH:1][NH:2][C:3]([C:5]1[CH:10]=[CH:9][C:8]([NH:11][C:12](=[O:29])[CH2:13][CH2:14][CH2:15][C:16]([NH:18][C:19]2[CH:24]=[CH:23][C:22]([C:25](=[NH:28])[NH:26][OH:27])=[CH:21][CH:20]=2)=[O:17])=[CH:7][CH:6]=1)=[NH:4].C(N(CC)CC)C.[C:37](OC(=O)C)(=[O:39])[CH3:38].[CH3:44][C:45](C)=[O:46].CN(C=O)C. Product: [C:37]([O:27][NH:26][C:25]([C:22]1[CH:21]=[CH:20][C:19]([NH:18][C:16](=[O:17])[CH2:15][CH2:14][CH2:13][C:12]([NH:11][C:8]2[CH:7]=[CH:6][C:5]([C:3](=[NH:4])[NH:2][O:1][C:45](=[O:46])[CH3:44])=[CH:10][CH:9]=2)=[O:29])=[CH:24][CH:23]=1)=[NH:28])(=[O:39])[CH3:38]. The catalyst class is: 16. (9) Reactant: [Br:1][C:2]1[CH:3]=[C:4]2[C:8](=[CH:9][CH:10]=1)[NH:7][N:6]=[C:5]2[CH3:11].C(N(CC)CC)C.[C:19]([O:23][C:24](O[C:24]([O:23][C:19]([CH3:22])([CH3:21])[CH3:20])=[O:25])=[O:25])([CH3:22])([CH3:21])[CH3:20]. Product: [C:19]([O:23][C:24]([N:7]1[C:8]2[C:4](=[CH:3][C:2]([Br:1])=[CH:10][CH:9]=2)[C:5]([CH3:11])=[N:6]1)=[O:25])([CH3:22])([CH3:21])[CH3:20]. The catalyst class is: 230.